The task is: Predict the reactants needed to synthesize the given product.. This data is from Full USPTO retrosynthesis dataset with 1.9M reactions from patents (1976-2016). Given the product [CH:2]1([CH2:5][O:6][C:7]2[CH:12]=[C:11]([F:13])[CH:10]=[CH:9][C:8]=2[C:14]2[C:15]3[NH:22][C:21]([CH3:23])=[C:20]([C:24]([NH:26][CH:27]4[CH2:28][CH2:29][N:30]([C:33](=[O:36])[CH2:34][CH3:35])[CH2:31][CH2:32]4)=[O:25])[C:16]=3[N:17]=[CH:18][N:19]=2)[CH2:4][CH2:3]1, predict the reactants needed to synthesize it. The reactants are: Cl.[CH:2]1([CH2:5][O:6][C:7]2[CH:12]=[C:11]([F:13])[CH:10]=[CH:9][C:8]=2[C:14]2[C:15]3[NH:22][C:21]([CH3:23])=[C:20]([C:24]([NH:26][CH:27]4[CH2:32][CH2:31][NH:30][CH2:29][CH2:28]4)=[O:25])[C:16]=3[N:17]=[CH:18][N:19]=2)[CH2:4][CH2:3]1.[C:33](Cl)(=[O:36])[CH2:34][CH3:35].